Dataset: Full USPTO retrosynthesis dataset with 1.9M reactions from patents (1976-2016). Task: Predict the reactants needed to synthesize the given product. (1) Given the product [N:11]1([C:15]2[N:23]([CH2:24][CH:25]=[C:26]([CH3:27])[CH3:28])[C:22]3[C:21](=[O:29])[N:20]([CH2:30][C:31]4[C:40]5[C:35](=[CH:36][CH:37]=[CH:38][CH:39]=5)[CH:34]=[CH:33][N:32]=4)[C:19](=[O:41])[N:18]([CH3:42])[C:17]=3[C:16]=2[C:43]([NH2:44])=[O:45])[CH2:12][CH2:13][CH2:14][NH:8][CH2:9][CH2:10]1, predict the reactants needed to synthesize it. The reactants are: C(OC([N:8]1[CH2:14][CH2:13][CH2:12][N:11]([C:15]2[N:23]([CH2:24][CH:25]=[C:26]([CH3:28])[CH3:27])[C:22]3[C:21](=[O:29])[N:20]([CH2:30][C:31]4[C:40]5[C:35](=[CH:36][CH:37]=[CH:38][CH:39]=5)[CH:34]=[CH:33][N:32]=4)[C:19](=[O:41])[N:18]([CH3:42])[C:17]=3[C:16]=2[C:43](=[O:45])[NH2:44])[CH2:10][CH2:9]1)=O)(C)(C)C.FC(F)(F)C(O)=O.C(=O)(O)[O-].[Na+].C(=O)=O. (2) Given the product [CH2:41]([O:40][C:38](=[O:39])[CH2:37][N:30]1[CH2:29][CH2:28][C:27]2[C:32](=[CH:33][CH:34]=[C:25]([C:22]3[N:21]=[C:20]([C:17]4[CH:18]=[CH:19][C:12]([O:11][CH:9]([CH3:8])[CH3:10])=[C:13]([C:14]#[N:15])[CH:16]=4)[O:24][N:23]=3)[C:26]=2[CH3:35])[CH2:31]1)[CH3:42], predict the reactants needed to synthesize it. The reactants are: FC(F)(F)C(O)=O.[CH3:8][CH:9]([O:11][C:12]1[CH:19]=[CH:18][C:17]([C:20]2[O:24][N:23]=[C:22]([C:25]3[C:26]([CH3:35])=[C:27]4[C:32](=[CH:33][CH:34]=3)[CH2:31][NH:30][CH2:29][CH2:28]4)[N:21]=2)=[CH:16][C:13]=1[C:14]#[N:15])[CH3:10].Br[CH2:37][C:38]([O:40][CH2:41][CH3:42])=[O:39].C(=O)([O-])[O-].[Cs+].[Cs+]. (3) Given the product [CH2:10]([C:9]1[CH:8]=[CH:7][C:6]([CH:4]([CH3:5])[C:2]([O-:3])=[O:1])=[CH:15][CH:14]=1)[CH:11]([CH3:13])[CH3:12].[Na+:23], predict the reactants needed to synthesize it. The reactants are: [OH:1][C:2]([CH:4]([C:6]1[CH:15]=[CH:14][C:9]([CH2:10][CH:11]([CH3:13])[CH3:12])=[CH:8][CH:7]=1)[CH3:5])=[O:3].CCCCCC.[OH-].[Na+:23]. (4) Given the product [Br:23][C:10]1[N:9]([C:16]2[CH:17]=[CH:18][C:19]([Cl:22])=[CH:20][CH:21]=2)[C:8]([C:3]2[CH:4]=[CH:5][CH:6]=[CH:7][C:2]=2[Cl:1])=[N:12][C:11]=1[C:13]([OH:15])=[O:14], predict the reactants needed to synthesize it. The reactants are: [Cl:1][C:2]1[CH:7]=[CH:6][CH:5]=[CH:4][C:3]=1[C:8]1[N:9]([C:16]2[CH:21]=[CH:20][C:19]([Cl:22])=[CH:18][CH:17]=2)[CH:10]=[C:11]([C:13]([OH:15])=[O:14])[N:12]=1.[Br:23]N1C(=O)CCC1=O. (5) Given the product [N:9]1[CH:10]=[C:11]([CH2:33][C:20]([NH:19][C:16](=[O:18])[CH3:17])([C:26]([O:28][CH2:29][CH3:30])=[O:27])[C:21]([O:23][CH2:24][CH3:25])=[O:22])[CH:12]=[CH:13][C:8]=1[C:3]1[CH:2]=[CH:7][CH:6]=[CH:5][N:4]=1, predict the reactants needed to synthesize it. The reactants are: C[C:2]1[C:3]([C:8]2[CH:13]=[CH:12][CH:11]=[CH:10][N:9]=2)=[N:4][CH:5]=[CH:6][CH:7]=1.BrBr.[C:16]([NH:19][CH:20]([C:26]([O:28][CH2:29][CH3:30])=[O:27])[C:21]([O:23][CH2:24][CH3:25])=[O:22])(=[O:18])[CH3:17].[H-].[Na+].[CH3:33]N(C=O)C. (6) Given the product [F:1][C:2]1[CH:7]=[C:6]([F:8])[CH:5]=[CH:4][C:3]=1[NH:9][C:10](=[O:34])[NH:11][C:12]1[CH:17]=[CH:16][C:15]([C:18]2[S:19][CH:20]=[C:21]([C:23]([NH:25][C@@H:26]([CH:31]([CH3:32])[CH3:33])[C:27]([OH:29])=[O:28])=[O:24])[N:22]=2)=[CH:14][CH:13]=1, predict the reactants needed to synthesize it. The reactants are: [F:1][C:2]1[CH:7]=[C:6]([F:8])[CH:5]=[CH:4][C:3]=1[NH:9][C:10](=[O:34])[NH:11][C:12]1[CH:17]=[CH:16][C:15]([C:18]2[S:19][CH:20]=[C:21]([C:23]([NH:25][C@@H:26]([CH:31]([CH3:33])[CH3:32])[C:27]([O:29]C)=[O:28])=[O:24])[N:22]=2)=[CH:14][CH:13]=1.CO.[Li+].[OH-]. (7) The reactants are: [F:1][C:2]([F:14])([CH3:13])[CH2:3][CH2:4][CH2:5][CH2:6][N:7]1[CH:11]=[C:10]([NH2:12])[CH:9]=[N:8]1.[F:15][C:16]([F:29])([F:28])[C:17]1[CH:22]=[CH:21][CH:20]=[CH:19][C:18]=1/[CH:23]=[CH:24]/[C:25](O)=[O:26]. Given the product [F:14][C:2]([F:1])([CH3:13])[CH2:3][CH2:4][CH2:5][CH2:6][N:7]1[CH:11]=[C:10]([NH:12][C:25](=[O:26])/[CH:24]=[CH:23]/[C:18]2[CH:19]=[CH:20][CH:21]=[CH:22][C:17]=2[C:16]([F:28])([F:29])[F:15])[CH:9]=[N:8]1, predict the reactants needed to synthesize it. (8) Given the product [CH2:1]([O:8][CH:9]1[CH2:14][CH2:13][C:12]([C:15]#[N:16])([C:26]([O:28][CH2:29][CH3:30])=[O:27])[CH2:11][CH2:10]1)[C:2]1[CH:7]=[CH:6][CH:5]=[CH:4][CH:3]=1, predict the reactants needed to synthesize it. The reactants are: [CH2:1]([O:8][CH:9]1[CH2:14][CH2:13][CH:12]([C:15]#[N:16])[CH2:11][CH2:10]1)[C:2]1[CH:7]=[CH:6][CH:5]=[CH:4][CH:3]=1.[Li+].CC([N-]C(C)C)C.Cl[C:26]([O:28][CH2:29][CH3:30])=[O:27].CCOCC.